This data is from Forward reaction prediction with 1.9M reactions from USPTO patents (1976-2016). The task is: Predict the product of the given reaction. (1) Given the reactants [NH2:1][C:2](=[S:18])[N:3]1[CH2:7][CH:6]2[CH2:8][N:9]([C:11]([O:13][C:14]([CH3:17])([CH3:16])[CH3:15])=[O:12])[CH2:10][CH:5]2[CH2:4]1.Cl[CH2:20][C:21]([C:23]1[CH2:27][CH:26]([C:28]2[C:33]([F:34])=[CH:32][CH:31]=[CH:30][C:29]=2[F:35])[O:25][N:24]=1)=O.N1C=CC=CC=1, predict the reaction product. The product is: [F:35][C:29]1[CH:30]=[CH:31][CH:32]=[C:33]([F:34])[C:28]=1[CH:26]1[O:25][N:24]=[C:23]([C:21]2[N:1]=[C:2]([N:3]3[CH2:7][CH:6]4[CH2:8][N:9]([C:11]([O:13][C:14]([CH3:15])([CH3:17])[CH3:16])=[O:12])[CH2:10][CH:5]4[CH2:4]3)[S:18][CH:20]=2)[CH2:27]1. (2) Given the reactants [F:1][C:2]([F:5])(Br)Br.C(N(P(N(CC)CC)N(CC)CC)CC)C.[CH:22](/[CH:25]1[CH2:30][CH2:29][CH:28]([CH:31]2[CH2:36][CH2:35][CH:34]([CH:37]=O)[CH2:33][CH2:32]2)[CH2:27][CH2:26]1)=[CH:23]\[CH3:24].Cl, predict the reaction product. The product is: [F:1][C:2]([F:5])=[CH:37][CH:34]1[CH2:35][CH2:36][CH:31]([CH:28]2[CH2:29][CH2:30][CH:25](/[CH:22]=[CH:23]/[CH3:24])[CH2:26][CH2:27]2)[CH2:32][CH2:33]1. (3) Given the reactants [CH3:1][C:2]1[N:7]=[C:6]([N:8]2[CH2:12][CH2:11][O:10][C:9]2=[O:13])[CH:5]=[CH:4][C:3]=1[N+:14]([O-])=O, predict the reaction product. The product is: [NH2:14][C:3]1[CH:4]=[CH:5][C:6]([N:8]2[CH2:12][CH2:11][O:10][C:9]2=[O:13])=[N:7][C:2]=1[CH3:1]. (4) Given the reactants [C:1]([O:5][C:6]([N:8]([CH3:50])[C@H:9]([C:19]([NH:21][C@H:22]([C:34]([N:36]([C@H:38]([CH:47]([CH3:49])[CH3:48])/[CH:39]=[C:40](\[CH3:46])/[C:41]([O:43]CC)=[O:42])[CH3:37])=[O:35])[C:23]([CH3:33])([CH3:32])[C:24]1[CH:29]=[CH:28][C:27]([O:30][CH3:31])=[CH:26][CH:25]=1)=[O:20])[C:10]([CH3:18])([CH3:17])[C:11]1[CH:16]=[CH:15][CH:14]=[CH:13][CH:12]=1)=[O:7])([CH3:4])([CH3:3])[CH3:2].O.[OH-].[Li+], predict the reaction product. The product is: [C:1]([O:5][C:6]([N:8]([CH3:50])[C@H:9]([C:19]([NH:21][C@H:22]([C:34]([N:36]([C@@H:38]([CH:47]([CH3:48])[CH3:49])/[CH:39]=[C:40](/[C:41]([OH:43])=[O:42])\[CH3:46])[CH3:37])=[O:35])[C:23]([CH3:32])([CH3:33])[C:24]1[CH:29]=[CH:28][C:27]([O:30][CH3:31])=[CH:26][CH:25]=1)=[O:20])[C:10]([CH3:18])([CH3:17])[C:11]1[CH:12]=[CH:13][CH:14]=[CH:15][CH:16]=1)=[O:7])([CH3:2])([CH3:3])[CH3:4].